Dataset: Catalyst prediction with 721,799 reactions and 888 catalyst types from USPTO. Task: Predict which catalyst facilitates the given reaction. (1) Reactant: [N:1]([C:4]1[C:13]([S:14][CH2:15][C:16]2[CH:21]=[CH:20][C:19]([O:22][CH3:23])=[CH:18][CH:17]=2)=[CH:12][C:7]([C:8]([O:10][CH3:11])=[O:9])=[C:6]([NH:24][C:25]2[CH:30]=[CH:29][CH:28]=[CH:27][C:26]=2[Cl:31])[C:5]=1[F:32])=[N+]=[N-].[H][H]. Product: [NH2:1][C:4]1[C:13]([S:14][CH2:15][C:16]2[CH:17]=[CH:18][C:19]([O:22][CH3:23])=[CH:20][CH:21]=2)=[CH:12][C:7]([C:8]([O:10][CH3:11])=[O:9])=[C:6]([NH:24][C:25]2[CH:30]=[CH:29][CH:28]=[CH:27][C:26]=2[Cl:31])[C:5]=1[F:32]. The catalyst class is: 19. (2) Reactant: [CH3:1][O:2][C:3]1[CH:4]=[C:5]2[C:10](=[CH:11][C:12]=1[O:13][CH3:14])[N:9]=[CH:8][CH:7]=[C:6]2[O:15][C:16]1[CH:22]=[CH:21][C:19]([NH2:20])=[CH:18][CH:17]=1.Cl[C:24](Cl)([O:26]C(=O)OC(Cl)(Cl)Cl)Cl.[CH3:35][N:36]1[CH2:41][CH2:40][N:39]([CH2:42][CH2:43][CH:44]([OH:48])[CH2:45][CH2:46][CH3:47])[CH2:38][CH2:37]1.C(=O)(O)[O-].[Na+]. Product: [CH3:1][O:2][C:3]1[CH:4]=[C:5]2[C:10](=[CH:11][C:12]=1[O:13][CH3:14])[N:9]=[CH:8][CH:7]=[C:6]2[O:15][C:16]1[CH:22]=[CH:21][C:19]([NH:20][C:24](=[O:26])[O:48][CH:44]([CH2:43][CH2:42][N:39]2[CH2:40][CH2:41][N:36]([CH3:35])[CH2:37][CH2:38]2)[CH2:45][CH2:46][CH3:47])=[CH:18][CH:17]=1. The catalyst class is: 208. (3) Product: [OH:2][CH:1]([C:3]1[CH:8]=[CH:7][CH:6]=[CH:5][C:4]=1[C:9]1[CH:10]=[CH:11][C:12]([C:15]([N:17]2[C:23]3[CH:24]=[CH:25][CH:26]=[CH:27][C:22]=3[CH2:21][N:20]3[C:28]([C:31]([NH:33][CH2:34][C:35]4[CH:36]=[N:37][CH:38]=[CH:39][CH:40]=4)=[O:32])=[CH:29][CH:30]=[C:19]3[CH2:18]2)=[O:16])=[CH:13][CH:14]=1)[CH2:44][CH3:45]. Reactant: [CH:1]([C:3]1[CH:8]=[CH:7][CH:6]=[CH:5][C:4]=1[C:9]1[CH:14]=[CH:13][C:12]([C:15]([N:17]2[C:23]3[CH:24]=[CH:25][CH:26]=[CH:27][C:22]=3[CH2:21][N:20]3[C:28]([C:31]([NH:33][CH2:34][C:35]4[CH:36]=[N:37][CH:38]=[CH:39][CH:40]=4)=[O:32])=[CH:29][CH:30]=[C:19]3[CH2:18]2)=[O:16])=[CH:11][CH:10]=1)=[O:2].C[Mg]Br.[CH2:44](OCC)[CH3:45]. The catalyst class is: 7. (4) Reactant: [ClH:1].[N:2]1([CH:7]2[CH2:10][N:9](C(OC(C)(C)C)=O)[CH2:8]2)[CH:6]=[CH:5][CH:4]=[N:3]1. Product: [ClH:1].[NH:9]1[CH2:10][CH:7]([N:2]2[CH:6]=[CH:5][CH:4]=[N:3]2)[CH2:8]1. The catalyst class is: 12. (5) Reactant: [CH3:1][Si:2]([CH3:6])([CH3:5])[CH2:3][Cl:4].[Mg].[CH3:8][SiH:9]([CH3:11])Cl. Product: [CH3:1][Si:2]([CH3:6])([CH3:5])[CH2:3][Cl:4].[CH3:1][Si:2]([CH2:3][SiH:9]([CH3:11])[CH3:8])([CH3:6])[CH3:5]. The catalyst class is: 7. (6) Reactant: [Br:1][C:2]1[N:7]=[C:6]([NH2:8])[CH:5]=[CH:4][CH:3]=1.CC1C=CN=C(N)C=1C.C(=O)(OC(C)(C)C)[O:19][C:20]([O:22][C:23]([CH3:26])([CH3:25])[CH3:24])=O. Product: [Br:1][C:2]1[N:7]=[C:6]([NH:8][C:20](=[O:19])[O:22][C:23]([CH3:26])([CH3:25])[CH3:24])[CH:5]=[CH:4][CH:3]=1. The catalyst class is: 2.